Dataset: Full USPTO retrosynthesis dataset with 1.9M reactions from patents (1976-2016). Task: Predict the reactants needed to synthesize the given product. (1) Given the product [C:5]1([O:4][C:2](=[O:3])[NH:11][C:12]2[C:21]3[C:16](=[CH:17][CH:18]=[CH:19][CH:20]=3)[C:15]([O:22][C:23]3[CH:28]=[CH:27][N:26]=[C:25]([NH:29][C:30]4[CH:35]=[C:34]([O:36][CH2:37][CH2:38][O:39][CH2:40][CH2:41][O:42][CH2:43][CH2:44][O:45][CH3:46])[CH:33]=[C:32]([O:47][CH3:48])[CH:31]=4)[N:24]=3)=[CH:14][CH:13]=2)[CH:10]=[CH:9][CH:8]=[CH:7][CH:6]=1, predict the reactants needed to synthesize it. The reactants are: Cl[C:2]([O:4][C:5]1[CH:10]=[CH:9][CH:8]=[CH:7][CH:6]=1)=[O:3].[NH2:11][C:12]1[C:21]2[C:16](=[CH:17][CH:18]=[CH:19][CH:20]=2)[C:15]([O:22][C:23]2[CH:28]=[CH:27][N:26]=[C:25]([NH:29][C:30]3[CH:35]=[C:34]([O:36][CH2:37][CH2:38][O:39][CH2:40][CH2:41][O:42][CH2:43][CH2:44][O:45][CH3:46])[CH:33]=[C:32]([O:47][CH3:48])[CH:31]=3)[N:24]=2)=[CH:14][CH:13]=1.C([O-])(O)=O.[Na+]. (2) The reactants are: [C:1]([O:5][C:6]([NH:8][C:9]([CH3:14])([CH3:13])[C:10]([OH:12])=O)=[O:7])([CH3:4])([CH3:3])[CH3:2].Cl.C(N=C=NCCCN(C)C)C.Cl.[CH3:28][NH:29][O:30][CH3:31].C(N(CC)CC)C. Given the product [C:1]([O:5][C:6](=[O:7])[NH:8][C:9]([C:10](=[O:12])[N:29]([O:30][CH3:31])[CH3:28])([CH3:14])[CH3:13])([CH3:2])([CH3:3])[CH3:4], predict the reactants needed to synthesize it. (3) Given the product [CH3:1][O:2][C:3]1[CH:4]=[C:5]([CH:19]=[CH:20][C:21]=1[O:22][CH2:23][C:24]1[N:25]=[C:26]([C:30]2[CH:31]=[CH:32][CH:33]=[CH:34][CH:35]=2)[O:27][C:28]=1[CH3:29])[CH2:6][O:7][C:8]1[C:12]([C:13]([OH:15])=[O:14])=[CH:11][N:10]([CH3:18])[N:9]=1, predict the reactants needed to synthesize it. The reactants are: [CH3:1][O:2][C:3]1[CH:4]=[C:5]([CH:19]=[CH:20][C:21]=1[O:22][CH2:23][C:24]1[N:25]=[C:26]([C:30]2[CH:35]=[CH:34][CH:33]=[CH:32][CH:31]=2)[O:27][C:28]=1[CH3:29])[CH2:6][O:7][C:8]1[C:12]([C:13]([O:15]CC)=[O:14])=[CH:11][N:10]([CH3:18])[N:9]=1.[OH-].[Na+].O1CCCC1.Cl.